From a dataset of Full USPTO retrosynthesis dataset with 1.9M reactions from patents (1976-2016). Predict the reactants needed to synthesize the given product. (1) Given the product [NH2:24][C:22]1[CH:21]=[CH:20][C:3]([O:4][C:5]2[CH:10]=[CH:9][N:8]=[C:7]([NH2:11])[C:6]=2[C:12]#[C:13][C:14]2[CH:19]=[CH:18][CH:17]=[CH:16][N:15]=2)=[C:2]([F:1])[CH:23]=1, predict the reactants needed to synthesize it. The reactants are: [F:1][C:2]1[CH:23]=[C:22]([N+:24]([O-])=O)[CH:21]=[CH:20][C:3]=1[O:4][C:5]1[CH:10]=[CH:9][N:8]=[C:7]([NH2:11])[C:6]=1[C:12]#[C:13][C:14]1[CH:19]=[CH:18][CH:17]=[CH:16][N:15]=1.C1COCC1.[NH4+].[Cl-]. (2) Given the product [F:17][C:16]([F:19])([F:18])[C:36]([OH:37])=[O:39].[Cl:1][C:2]1[CH:24]=[CH:23][CH:22]=[CH:21][C:3]=1[CH2:4][N:5]1[C:9]2[C:10]([C:16]([F:18])([F:17])[F:19])=[CH:11][C:12]([C:14]([NH2:15])=[O:37])=[CH:13][C:8]=2[N:7]([CH2:27][CH2:28][N:29]([CH2:32][CH3:33])[CH2:30][CH3:31])[C:6]1=[O:20], predict the reactants needed to synthesize it. The reactants are: [Cl:1][C:2]1[CH:24]=[CH:23][CH:22]=[CH:21][C:3]=1[CH2:4][N:5]1[C:9]2[C:10]([C:16]([F:19])([F:18])[F:17])=[CH:11][C:12]([C:14]#[N:15])=[CH:13][C:8]=2[NH:7][C:6]1=[O:20].[H-].[Na+].[CH3:27][CH2:28][N:29]([CH2:32][CH2:33]Cl)[CH2:30][CH3:31].Cl.[C:36](=[O:39])(O)[O-:37].[Na+]. (3) Given the product [CH2:25]([O:24][C:23]([NH:22][C:19]1[CH:18]=[CH:17][C:16](/[CH:14]=[CH:7]/[C:5]([O:4][CH3:3])=[O:6])=[CH:21][CH:20]=1)=[O:32])[C:26]1[CH:27]=[CH:28][CH:29]=[CH:30][CH:31]=1, predict the reactants needed to synthesize it. The reactants are: [H-].[Na+].[CH3:3][O:4][C:5]([CH2:7]P(OC)(OC)=O)=[O:6].[CH:14]([C:16]1[CH:21]=[CH:20][C:19]([NH:22][C:23](=[O:32])[O:24][CH2:25][C:26]2[CH:31]=[CH:30][CH:29]=[CH:28][CH:27]=2)=[CH:18][CH:17]=1)=O.Cl. (4) Given the product [CH2:1]([O:3][C:4](=[O:13])[CH2:5][S:6][C:7]1[S:11][C:10]([NH:12][C:14]([N:32]([CH:26]2[CH2:31][CH2:30][CH2:29][CH2:28][CH2:27]2)[C@H:33]2[CH2:34][CH2:35][C@H:36]([CH2:39][O:40][C:41]3[CH:46]=[CH:45][CH:44]=[CH:43][CH:42]=3)[CH2:37][CH2:38]2)=[O:15])=[N:9][CH:8]=1)[CH3:2], predict the reactants needed to synthesize it. The reactants are: [CH2:1]([O:3][C:4](=[O:13])[CH2:5][S:6][C:7]1[S:11][C:10]([NH2:12])=[N:9][CH:8]=1)[CH3:2].[C:14](C1NC=CN=1)(C1NC=CN=1)=[O:15].[CH:26]1([NH:32][C@H:33]2[CH2:38][CH2:37][C@H:36]([CH2:39][O:40][C:41]3[CH:46]=[CH:45][CH:44]=[CH:43][CH:42]=3)[CH2:35][CH2:34]2)[CH2:31][CH2:30][CH2:29][CH2:28][CH2:27]1. (5) The reactants are: N[C:2]1[CH:3]=[CH:4][C:5]([O:40][CH3:41])=[C:6]([C:8]2[C:9]([CH2:18][N:19]3[C@@H:23]([CH3:24])[C@@H:22]([C:25]4[CH:30]=[C:29]([C:31]([F:34])([F:33])[F:32])[CH:28]=[C:27]([C:35]([F:38])([F:37])[F:36])[CH:26]=4)[O:21][C:20]3=[O:39])=[N:10][C:11]([N:14]3[CH2:17][CH2:16][CH2:15]3)=[CH:12][CH:13]=2)[CH:7]=1.[I:42]CI.N(OCCC(C)C)=O. Given the product [N:14]1([C:11]2[N:10]=[C:9]([CH2:18][N:19]3[C@@H:23]([CH3:24])[C@@H:22]([C:25]4[CH:30]=[C:29]([C:31]([F:34])([F:32])[F:33])[CH:28]=[C:27]([C:35]([F:37])([F:38])[F:36])[CH:26]=4)[O:21][C:20]3=[O:39])[C:8]([C:6]3[CH:7]=[C:2]([I:42])[CH:3]=[CH:4][C:5]=3[O:40][CH3:41])=[CH:13][CH:12]=2)[CH2:15][CH2:16][CH2:17]1, predict the reactants needed to synthesize it. (6) Given the product [Si:14]([O:13][CH2:12][C@@H:2]([NH:1][C:29]1[C:38]2[C:33](=[CH:34][CH:35]=[CH:36][CH:37]=2)[N:32]=[CH:31][C:30]=1[N+:39]([O-:41])=[O:40])[CH2:3][NH:4][C:5](=[O:11])[O:6][C:7]([CH3:9])([CH3:10])[CH3:8])([C:17]([CH3:20])([CH3:19])[CH3:18])([CH3:15])[CH3:16], predict the reactants needed to synthesize it. The reactants are: [NH2:1][C@H:2]([CH2:12][O:13][Si:14]([C:17]([CH3:20])([CH3:19])[CH3:18])([CH3:16])[CH3:15])[CH2:3][NH:4][C:5](=[O:11])[O:6][C:7]([CH3:10])([CH3:9])[CH3:8].C(N(CC)CC)C.Cl[C:29]1[C:38]2[C:33](=[CH:34][CH:35]=[CH:36][CH:37]=2)[N:32]=[CH:31][C:30]=1[N+:39]([O-:41])=[O:40].O. (7) Given the product [N+:6]([C:9]1[CH:14]=[CH:13][C:12]2[O:15][CH2:2][C:3](=[O:4])[NH:16][C:11]=2[CH:10]=1)([O-:8])=[O:7], predict the reactants needed to synthesize it. The reactants are: Cl[CH2:2][C:3](Cl)=[O:4].[N+:6]([C:9]1[CH:14]=[CH:13][C:12]([OH:15])=[C:11]([NH2:16])[CH:10]=1)([O-:8])=[O:7].C([O-])(O)=O.[Na+]. (8) The reactants are: Cl[CH2:2][C:3]1[NH:4][C:5]2[CH:10]=[C:9]([C:11]3[CH:16]=[CH:15][C:14]([O:17][CH2:18][CH3:19])=[C:13]([C:20]([F:23])([F:22])[F:21])[CH:12]=3)[N:8]=[C:7]([C:24]#[N:25])[C:6]=2[N:26]=1.Cl.Cl.[NH2:29][CH:30]1[CH:35]2[CH2:36][CH2:37][N:32]([CH2:33][CH2:34]2)[CH2:31]1.C(N(CC)CC)C. Given the product [N:32]12[CH2:37][CH2:36][CH:35]([CH2:34][CH2:33]1)[CH:30]([NH:29][CH2:2][C:3]1[NH:4][C:5]3[CH:10]=[C:9]([C:11]4[CH:16]=[CH:15][C:14]([O:17][CH2:18][CH3:19])=[C:13]([C:20]([F:23])([F:22])[F:21])[CH:12]=4)[N:8]=[C:7]([C:24]#[N:25])[C:6]=3[N:26]=1)[CH2:31]2, predict the reactants needed to synthesize it.